Dataset: Reaction yield outcomes from USPTO patents with 853,638 reactions. Task: Predict the reaction yield, written as a fraction of the theoretical maximum amount of product (1.0 means a 100% yield; for example, 0.34 means a 34% yield). (1) The reactants are [CH3:1][C:2]1[C:3]2[CH:13]=[CH:12][CH:11]=[CH:10][C:4]=2[S:5][C:6]=1[CH2:7][NH:8][CH3:9].[NH2:14][C:15]1[N:20]=[CH:19][C:18](/[CH:21]=[CH:22]/[C:23]([OH:25])=O)=[CH:17][CH:16]=1.C1C=CC2N(O)N=NC=2C=1.O.C1CCC(N=C=NC2CCCCC2)CC1. The catalyst is CN(C=O)C.C(Cl)Cl. The product is [NH2:14][C:15]1[N:20]=[CH:19][C:18](/[CH:21]=[CH:22]/[C:23]([N:8]([CH3:9])[CH2:7][C:6]2[S:5][C:4]3[CH:10]=[CH:11][CH:12]=[CH:13][C:3]=3[C:2]=2[CH3:1])=[O:25])=[CH:17][CH:16]=1. The yield is 0.720. (2) The reactants are CCOC([C:6]([C:10]1[CH:11]=[CH:12][C:13]([O:27][CH3:28])=[C:14]([CH2:16][C:17]([O:19]CC2C=CC=CC=2)=[O:18])[CH:15]=1)=[CH:7][CH2:8][CH3:9])=O.[O:29]1[CH2:33]C[CH2:31][CH2:30]1.C([OH:36])C. The catalyst is [Pd]. The product is [CH3:31][CH2:30][O:29][C:33]([CH2:9][CH2:8][CH2:7][CH2:6][C:10]1[CH:11]=[CH:12][C:13]([O:27][CH3:28])=[C:14]([CH2:16][C:17]([OH:19])=[O:18])[CH:15]=1)=[O:36]. The yield is 1.00. (3) The reactants are [C:1]([O:7][CH2:8][N:9]1[C:13]2[N:14]=[CH:15][N:16]=[C:17]([C:18]3[CH:19]=[N:20][N:21]([C@@H:23]([CH:28]4[CH2:32][CH2:31][CH2:30][CH2:29]4)[CH2:24][C:25]([NH2:27])=O)[CH:22]=3)[C:12]=2[CH:11]=[CH:10]1)(=[O:6])[C:2]([CH3:5])([CH3:4])[CH3:3].CN(C)C=O.C(N(CC)CC)C.ClC(Cl)(Cl)C(Cl)=O. The catalyst is [Cl-].[Na+].O.C(OCC)(=O)C. The product is [C:1]([O:7][CH2:8][N:9]1[C:13]2[N:14]=[CH:15][N:16]=[C:17]([C:18]3[CH:19]=[N:20][N:21]([C@@H:23]([CH:28]4[CH2:32][CH2:31][CH2:30][CH2:29]4)[CH2:24][C:25]#[N:27])[CH:22]=3)[C:12]=2[CH:11]=[CH:10]1)(=[O:6])[C:2]([CH3:4])([CH3:5])[CH3:3]. The yield is 0.702. (4) The reactants are [Cl:1][C:2]1[CH:10]=[CH:9][C:5]([CH2:6][C:7]#[N:8])=[C:4](C)[CH:3]=1.[Cl:12][C:13]1[C:14]([F:21])=[C:15]([CH:18]=[CH:19][CH:20]=1)[CH:16]=O.[CH3:22][O-].[Na+]. The catalyst is CO. The product is [Cl:12][C:13]1[C:14]([F:21])=[C:15](/[CH:16]=[C:6](/[C:5]2[CH:4]=[CH:3][C:2]([Cl:1])=[C:10]([CH3:22])[CH:9]=2)\[C:7]#[N:8])[CH:18]=[CH:19][CH:20]=1. The yield is 0.910. (5) The reactants are CN(C)[CH:3]=[O:4].P(Cl)(Cl)([Cl:8])=O.[C:11]1([N:17]2[C:21]3=[N:22][CH:23]=[CH:24][CH:25]=[C:20]3[CH2:19][C:18]2=O)[CH:16]=[CH:15][CH:14]=[CH:13][CH:12]=1.N1C=CC=CC=1. The catalyst is ClCCl. The product is [Cl:8][C:18]1[N:17]([C:11]2[CH:16]=[CH:15][CH:14]=[CH:13][CH:12]=2)[C:21]2=[N:22][CH:23]=[CH:24][CH:25]=[C:20]2[C:19]=1[CH:3]=[O:4]. The yield is 0.530. (6) The reactants are C[O:2][C:3](=[O:22])[CH:4]([C:11]1[CH:16]=[CH:15][C:14]([S:17]([CH3:20])(=[O:19])=[O:18])=[C:13]([Br:21])[CH:12]=1)[CH2:5][CH:6]1[CH2:10][CH2:9][CH2:8][CH2:7]1.[OH-].[Li+]. The catalyst is CO.O. The product is [Br:21][C:13]1[CH:12]=[C:11]([CH:4]([CH2:5][CH:6]2[CH2:10][CH2:9][CH2:8][CH2:7]2)[C:3]([OH:22])=[O:2])[CH:16]=[CH:15][C:14]=1[S:17]([CH3:20])(=[O:19])=[O:18]. The yield is 0.990.